From a dataset of Peptide-MHC class II binding affinity with 134,281 pairs from IEDB. Regression. Given a peptide amino acid sequence and an MHC pseudo amino acid sequence, predict their binding affinity value. This is MHC class II binding data. (1) The peptide sequence is KKMNISVIMLLVSGWNS. The MHC is DRB3_0202 with pseudo-sequence DRB3_0202. The binding affinity (normalized) is 0.763. (2) The binding affinity (normalized) is 0. The peptide sequence is MSIHGKGEWMTTEDM. The MHC is HLA-DQA10303-DQB10402 with pseudo-sequence HLA-DQA10303-DQB10402.